Dataset: Acute oral toxicity (LD50) regression data from Zhu et al.. Task: Regression/Classification. Given a drug SMILES string, predict its toxicity properties. Task type varies by dataset: regression for continuous values (e.g., LD50, hERG inhibition percentage) or binary classification for toxic/non-toxic outcomes (e.g., AMES mutagenicity, cardiotoxicity, hepatotoxicity). Dataset: ld50_zhu. The compound is CC1CC2OC2CC1COC(=O)C1CC2OC2CC1C. The rat oral LD50 is 1.77, given as -log10 of the dose in mol/kg body weight (higher means more acutely toxic).